The task is: Regression. Given two drug SMILES strings and cell line genomic features, predict the synergy score measuring deviation from expected non-interaction effect.. This data is from NCI-60 drug combinations with 297,098 pairs across 59 cell lines. (1) Cell line: NCI-H522. Drug 1: COC1=C(C=C2C(=C1)N=CN=C2NC3=CC(=C(C=C3)F)Cl)OCCCN4CCOCC4. Synergy scores: CSS=38.3, Synergy_ZIP=2.89, Synergy_Bliss=3.86, Synergy_Loewe=-6.56, Synergy_HSA=4.27. Drug 2: C(CCl)NC(=O)N(CCCl)N=O. (2) Drug 1: CC1C(C(CC(O1)OC2CC(CC3=C2C(=C4C(=C3O)C(=O)C5=C(C4=O)C(=CC=C5)OC)O)(C(=O)C)O)N)O.Cl. Drug 2: C(CC(=O)O)C(=O)CN.Cl. Cell line: HCT-15. Synergy scores: CSS=9.82, Synergy_ZIP=-3.01, Synergy_Bliss=-3.20, Synergy_Loewe=-15.8, Synergy_HSA=-4.98.